This data is from Catalyst prediction with 721,799 reactions and 888 catalyst types from USPTO. The task is: Predict which catalyst facilitates the given reaction. (1) Reactant: [CH:1]1([CH2:6][N:7]2[C:19](=[O:20])[C:18]3[C:17]([O:21][C:22](=[O:29])[C:23]4[CH:28]=[CH:27][CH:26]=[CH:25][CH:24]=4)=[C:16]4[C:11]([C:12]([CH3:30])=[CH:13][CH:14]=[N:15]4)=[CH:10][C:9]=3[CH2:8]2)[CH2:5][CH:4]=[CH:3][CH2:2]1.[Br:31]N1C(=O)CCC1=O. Product: [Br:31][CH2:30][C:12]1[C:11]2[C:16](=[C:17]([O:21][C:22](=[O:29])[C:23]3[CH:24]=[CH:25][CH:26]=[CH:27][CH:28]=3)[C:18]3[C:19](=[O:20])[N:7]([CH2:6][CH:1]4[CH2:5][CH:4]=[CH:3][CH2:2]4)[CH2:8][C:9]=3[CH:10]=2)[N:15]=[CH:14][CH:13]=1. The catalyst class is: 13. (2) The catalyst class is: 552. Product: [F:1][C:2]1[CH:11]=[C:10]([F:12])[CH:9]=[C:8]2[C:3]=1[C:4]([NH:20][C:21]1[C:26]([C:40]3[CH:39]=[CH:38][C:37]([O:36][C:35]([F:34])([F:46])[F:47])=[CH:42][CH:41]=3)=[CH:25][N:24]=[C:23]([N:28]3[CH2:33][CH2:32][O:31][CH2:30][CH2:29]3)[CH:22]=1)=[C:5]([CH3:19])[C:6]([C:13]1[CH:18]=[CH:17][CH:16]=[CH:15][N:14]=1)=[N:7]2. Reactant: [F:1][C:2]1[CH:11]=[C:10]([F:12])[CH:9]=[C:8]2[C:3]=1[C:4]([NH:20][C:21]1[C:26](I)=[CH:25][N:24]=[C:23]([N:28]3[CH2:33][CH2:32][O:31][CH2:30][CH2:29]3)[CH:22]=1)=[C:5]([CH3:19])[C:6]([C:13]1[CH:18]=[CH:17][CH:16]=[CH:15][N:14]=1)=[N:7]2.[F:34][C:35]([F:47])([F:46])[O:36][C:37]1[CH:42]=[CH:41][C:40](B(O)O)=[CH:39][CH:38]=1.C1(P(C2CCCCC2)C2CCCCC2)CCCCC1.[O-]P([O-])([O-])=O.[K+].[K+].[K+]. (3) Reactant: [OH:1][C:2]1[CH:7]=[CH:6][N:5]([C:8]2[CH:13]=[CH:12][C:11]([S:14]([CH3:17])(=[O:16])=[O:15])=[CH:10][CH:9]=2)[C:4](=[O:18])[CH:3]=1.[CH3:19][C@H:20]1[CH2:25][C@@H:24](OS(C)(=O)=O)[CH2:23][CH2:22][N:21]1[C:31]([O:33][C:34]([CH3:37])([CH3:36])[CH3:35])=[O:32].C(=O)([O-])[O-].[K+].[K+]. Product: [CH3:19][CH:20]1[CH2:25][CH:24]([O:1][C:2]2[CH:7]=[CH:6][N:5]([C:8]3[CH:9]=[CH:10][C:11]([S:14]([CH3:17])(=[O:16])=[O:15])=[CH:12][CH:13]=3)[C:4](=[O:18])[CH:3]=2)[CH2:23][CH2:22][N:21]1[C:31]([O:33][C:34]([CH3:35])([CH3:37])[CH3:36])=[O:32]. The catalyst class is: 173. (4) Reactant: C1(O[C:8](=[O:20])[NH:9][C:10]2[C:11]([C:16]([F:19])([F:18])[F:17])=[N:12][CH:13]=[CH:14][CH:15]=2)C=CC=CC=1.[NH2:21][C:22]1[C:27]([C:28]#[N:29])=[C:26]([NH:30][C@H:31]([C:33]2[N:42]([C:43]3[CH:48]=[CH:47][CH:46]=[C:45]([NH2:49])[CH:44]=3)[C:41](=[O:50])[C:40]3[C:35](=[CH:36][CH:37]=[CH:38][C:39]=3[Cl:51])[N:34]=2)[CH3:32])[N:25]=[CH:24][N:23]=1.CCN(C(C)C)C(C)C. Product: [NH2:21][C:22]1[N:23]=[CH:24][N:25]=[C:26]([NH:30][C@H:31]([C:33]2[N:42]([C:43]3[CH:44]=[C:45]([NH:49][C:8]([NH:9][C:10]4[C:11]([C:16]([F:17])([F:18])[F:19])=[N:12][CH:13]=[CH:14][CH:15]=4)=[O:20])[CH:46]=[CH:47][CH:48]=3)[C:41](=[O:50])[C:40]3[C:35](=[CH:36][CH:37]=[CH:38][C:39]=3[Cl:51])[N:34]=2)[CH3:32])[C:27]=1[C:28]#[N:29]. The catalyst class is: 239. (5) Product: [CH3:21][O:20][C:15]1[CH:16]=[CH:17][CH:18]=[CH:19][C:14]=1[C:12]1[O:11][N:10]=[C:9]([CH2:8][CH2:7][CH2:6][C:5]([OH:22])=[O:4])[CH:13]=1. Reactant: [Li+].[OH-].C[O:4][C:5](=[O:22])[CH2:6][CH2:7][CH2:8][C:9]1[CH:13]=[C:12]([C:14]2[CH:19]=[CH:18][CH:17]=[CH:16][C:15]=2[O:20][CH3:21])[O:11][N:10]=1. The catalyst class is: 127.